From a dataset of Catalyst prediction with 721,799 reactions and 888 catalyst types from USPTO. Predict which catalyst facilitates the given reaction. (1) Reactant: [Cl:1][C:2]1[N:3]=[C:4](Cl)[C:5]2[S:10][CH2:9][CH2:8][C:6]=2[N:7]=1.[NH2:12][C@H:13]([C:18]1[CH:23]=[CH:22][C:21]([F:24])=[CH:20][CH:19]=1)[C:14]([CH3:17])([OH:16])[CH3:15].C(N(C(C)C)CC)(C)C. Product: [Cl:1][C:2]1[N:3]=[C:4]([NH:12][C@H:13]([C:18]2[CH:19]=[CH:20][C:21]([F:24])=[CH:22][CH:23]=2)[C:14]([CH3:17])([OH:16])[CH3:15])[C:5]2[S:10][CH2:9][CH2:8][C:6]=2[N:7]=1. The catalyst class is: 12. (2) Reactant: [N+:1]([C:4]1[CH:9]=[CH:8][C:7]([C:10]2([CH2:16][NH2:17])[CH2:15][CH2:14][O:13][CH2:12][CH2:11]2)=[CH:6][CH:5]=1)([O-:3])=[O:2].Br[CH2:19][CH2:20][O:21][CH3:22]. Product: [CH3:22][O:21][CH2:20][CH2:19][NH:17][CH2:16][C:10]1([C:7]2[CH:8]=[CH:9][C:4]([N+:1]([O-:3])=[O:2])=[CH:5][CH:6]=2)[CH2:15][CH2:14][O:13][CH2:12][CH2:11]1. The catalyst class is: 49. (3) Reactant: [OH:1][CH2:2][CH2:3][NH:4][C:5]1[S:6][CH:7]=[C:8]([C:10]2[CH:17]=[CH:16][C:13]([C:14]#[N:15])=[CH:12][CH:11]=2)[N:9]=1.CO[C:20](OC)([CH3:22])[CH3:21].C1(C)C=CC(S(O)(=O)=O)=CC=1. Product: [CH3:21][C:20]1([CH3:22])[N:4]([C:5]2[S:6][CH:7]=[C:8]([C:10]3[CH:17]=[CH:16][C:13]([C:14]#[N:15])=[CH:12][CH:11]=3)[N:9]=2)[CH2:3][CH2:2][O:1]1. The catalyst class is: 11. (4) Reactant: [OH:1][CH:2]([C:6]1[CH:11]=[CH:10][C:9]([C:12]2[N:16]=[C:15]([C:17]3[O:21][N:20]=[C:19]([C:22]4[CH:27]=[CH:26][CH:25]=[CH:24][CH:23]=4)[C:18]=3[C:28]([F:31])([F:30])[F:29])[O:14][N:13]=2)=[CH:8][CH:7]=1)[C:3](O)=[O:4].[NH2:32][C@@H:33]([CH3:36])[C:34]#[N:35].CN1CCOCC1.CN(C(ON1N=NC2C=CC=NC1=2)=[N+](C)C)C.F[P-](F)(F)(F)(F)F. Product: [C:34]([C@@H:33]([NH:32][C:3](=[O:4])[CH:2]([OH:1])[C:6]1[CH:7]=[CH:8][C:9]([C:12]2[N:16]=[C:15]([C:17]3[O:21][N:20]=[C:19]([C:22]4[CH:23]=[CH:24][CH:25]=[CH:26][CH:27]=4)[C:18]=3[C:28]([F:30])([F:31])[F:29])[O:14][N:13]=2)=[CH:10][CH:11]=1)[CH3:36])#[N:35]. The catalyst class is: 3.